Dataset: Forward reaction prediction with 1.9M reactions from USPTO patents (1976-2016). Task: Predict the product of the given reaction. (1) Given the reactants [CH2:1]([O:3][C:4]([C@@H:6]1[CH2:11][CH2:10][C@H:9]([O:12][C:13]2[CH:28]=[CH:27][C:16]([C:17]([O:19][CH2:20][C:21]3[CH:26]=[CH:25][CH:24]=[CH:23][CH:22]=3)=[O:18])=[C:15]([OH:29])[CH:14]=2)[CH2:8][CH2:7]1)=[O:5])[CH3:2].IC.[C:32](=O)([O-])[O-].[K+].[K+].CN(C=O)C, predict the reaction product. The product is: [CH2:1]([O:3][C:4]([C@@H:6]1[CH2:7][CH2:8][C@H:9]([O:12][C:13]2[CH:28]=[CH:27][C:16]([C:17]([O:19][CH2:20][C:21]3[CH:22]=[CH:23][CH:24]=[CH:25][CH:26]=3)=[O:18])=[C:15]([O:29][CH3:32])[CH:14]=2)[CH2:10][CH2:11]1)=[O:5])[CH3:2]. (2) The product is: [BrH:19].[OH:2][C:3]1[CH:12]=[C:11]2[C:6]([C:7]([O:13][CH2:14][C:15]([OH:17])=[O:16])=[CH:8][CH:9]=[N:10]2)=[CH:5][CH:4]=1. Given the reactants C[O:2][C:3]1[CH:12]=[C:11]2[C:6]([C:7]([O:13][CH2:14][C:15]([OH:17])=[O:16])=[CH:8][CH:9]=[N:10]2)=[CH:5][CH:4]=1.B(Br)(Br)[Br:19], predict the reaction product. (3) Given the reactants [NH2:1][C:2]1[C:3]([F:22])=[C:4]([C:18]([F:21])=[CH:19][CH:20]=1)[C:5]([C:7]1[C:15]2[C:10](=[N:11][CH:12]=[C:13]([C:16]#[N:17])[CH:14]=2)[NH:9][CH:8]=1)=[O:6].[N:23]1([S:28](Cl)(=[O:30])=[O:29])[CH2:27][CH2:26][CH2:25][CH2:24]1.Cl, predict the reaction product. The product is: [C:16]([C:13]1[CH:14]=[C:15]2[C:7]([C:5]([C:4]3[C:3]([F:22])=[C:2]([NH:1][S:28]([N:23]4[CH2:27][CH2:26][CH2:25][CH2:24]4)(=[O:30])=[O:29])[CH:20]=[CH:19][C:18]=3[F:21])=[O:6])=[CH:8][NH:9][C:10]2=[N:11][CH:12]=1)#[N:17]. (4) Given the reactants [CH:1]([NH:4][C:5]([C:7]1[C:15]2[C:10](=[N:11][CH:12]=[C:13]([C:16]3[C:24]4[C:19](=[CH:20][CH:21]=[C:22]([CH2:25][OH:26])[CH:23]=4)[N:18]([CH3:27])[N:17]=3)[N:14]=2)[N:9]([CH2:28][O:29][CH2:30][CH2:31][Si:32]([CH3:35])([CH3:34])[CH3:33])[CH:8]=1)=[O:6])([CH3:3])[CH3:2].CC(OI1(OC(C)=O)(OC(C)=O)OC(=O)C2C=CC=CC1=2)=O, predict the reaction product. The product is: [CH:1]([NH:4][C:5]([C:7]1[C:15]2[C:10](=[N:11][CH:12]=[C:13]([C:16]3[C:24]4[C:19](=[CH:20][CH:21]=[C:22]([CH:25]=[O:26])[CH:23]=4)[N:18]([CH3:27])[N:17]=3)[N:14]=2)[N:9]([CH2:28][O:29][CH2:30][CH2:31][Si:32]([CH3:34])([CH3:33])[CH3:35])[CH:8]=1)=[O:6])([CH3:3])[CH3:2]. (5) Given the reactants [F:1][C:2]1[C:3]([C:8]([OH:10])=O)=[N:4][CH:5]=[CH:6][CH:7]=1.[CH2:11]([O:13][C:14]([C:16]1([NH2:25])[CH2:24][C:23]2[C:18](=[CH:19][CH:20]=[CH:21][CH:22]=2)[CH2:17]1)=[O:15])[CH3:12].CCN(C(C)C)C(C)C.CC(O)C.C(Cl)Cl, predict the reaction product. The product is: [CH2:11]([O:13][C:14]([C:16]1([NH:25][C:8]([C:3]2[C:2]([F:1])=[CH:7][CH:6]=[CH:5][N:4]=2)=[O:10])[CH2:24][C:23]2[C:18](=[CH:19][CH:20]=[CH:21][CH:22]=2)[CH2:17]1)=[O:15])[CH3:12].